Dataset: Forward reaction prediction with 1.9M reactions from USPTO patents (1976-2016). Task: Predict the product of the given reaction. The product is: [NH:14]1[C:15]2[CH2:16][CH2:17][CH:18]=[C:10]([C:8]3[CH:7]=[CH:6][C:3]([C:4]#[N:5])=[C:2]([F:1])[CH:9]=3)[C:11]=2[CH:12]=[N:13]1. Given the reactants [F:1][C:2]1[CH:9]=[C:8]([C:10]2[C:11]3[CH:12]=[N:13][N:14](C4CCCCO4)[C:15]=3[CH2:16][CH2:17][CH:18]=2)[CH:7]=[CH:6][C:3]=1[C:4]#[N:5].FC1C=C(C2C3C(CCC=2)=NN(C2CCCCO2)C=3)C=CC=1C#N.OS(O)(=O)=O.C([O-])([O-])=O.[Na+].[Na+], predict the reaction product.